From a dataset of Catalyst prediction with 721,799 reactions and 888 catalyst types from USPTO. Predict which catalyst facilitates the given reaction. (1) Reactant: [CH3:1][N:2]([CH2:11][C:12]1[CH:13]=[C:14]([C:18]2[CH:23]=[CH:22][C:21]([CH2:24][CH:25]([C:30]([O:32]C)=O)[C:26]([O:28]C)=[O:27])=[CH:20][CH:19]=2)[CH:15]=[CH:16][CH:17]=1)[C:3]([C:5]1[CH:10]=[CH:9][CH:8]=[CH:7][CH:6]=1)=[O:4].C(=O)([O-])[O-].[Na+].[Na+].Cl.[NH2:41][OH:42].Cl. Product: [OH:42][NH:41][C:30](=[O:32])[CH:25]([CH2:24][C:21]1[CH:20]=[CH:19][C:18]([C:14]2[CH:15]=[CH:16][CH:17]=[C:12]([CH2:11][N:2]([CH3:1])[C:3]([C:5]3[CH:10]=[CH:9][CH:8]=[CH:7][CH:6]=3)=[O:4])[CH:13]=2)=[CH:23][CH:22]=1)[C:26]([OH:28])=[O:27]. The catalyst class is: 83. (2) Reactant: [F:1][C:2]1([F:22])[CH2:7][CH2:6][CH:5]([NH:8][C:9]2[C:18]3[C:13](=[C:14]([N+:19]([O-])=O)[CH:15]=[CH:16][CH:17]=3)[N:12]=[CH:11][N:10]=2)[CH2:4][CH2:3]1.[NH4+].[Cl-]. Product: [F:22][C:2]1([F:1])[CH2:7][CH2:6][CH:5]([NH:8][C:9]2[C:18]3[C:13](=[C:14]([NH2:19])[CH:15]=[CH:16][CH:17]=3)[N:12]=[CH:11][N:10]=2)[CH2:4][CH2:3]1. The catalyst class is: 447. (3) Reactant: [Br:1][C:2]1[S:3][C:4]([C:10]2[NH:14][CH:13]=[N:12][N:11]=2)=[C:5]([Br:9])[C:6]=1[C:7]#[N:8].O1CCCC1.[O:20]1[CH:25]=[CH:24][CH2:23][CH2:22][CH2:21]1.O.C1(C)C=CC(S(O)(=O)=O)=CC=1. Product: [Br:1][C:2]1[S:3][C:4]([C:10]2[N:14]=[CH:13][N:12]([CH:21]3[CH2:22][CH2:23][CH2:24][CH2:25][O:20]3)[N:11]=2)=[C:5]([Br:9])[C:6]=1[C:7]#[N:8]. The catalyst class is: 6. (4) Reactant: C([O:9][CH2:10][CH2:11][CH2:12][N:13]1[C:21]2[C:16](=[CH:17][C:18]([CH2:24][C@H:25]([NH:27][CH2:28][CH2:29][O:30][C:31]3[CH:36]=[CH:35][CH:34]=[CH:33][C:32]=3[O:37][CH2:38][CH3:39])[CH3:26])=[CH:19][C:20]=2[C:22]#[N:23])[CH2:15][CH2:14]1)(=O)C1C=CC=CC=1.[OH-].[K+]. Product: [CH2:38]([O:37][C:32]1[CH:33]=[CH:34][CH:35]=[CH:36][C:31]=1[O:30][CH2:29][CH2:28][NH:27][C@H:25]([CH3:26])[CH2:24][C:18]1[CH:17]=[C:16]2[C:21](=[C:20]([C:22]#[N:23])[CH:19]=1)[N:13]([CH2:12][CH2:11][CH2:10][OH:9])[CH2:14][CH2:15]2)[CH3:39]. The catalyst class is: 24. (5) Reactant: [CH3:1][N:2]([CH3:28])[C:3](=[O:27])[O:4][C:5]1[CH:10]=[CH:9][CH:8]=[C:7]([NH:11][C:12]([C:14]2([CH2:20][C:21]3[CH:26]=[CH:25][CH:24]=[CH:23][CH:22]=3)[CH2:19][CH2:18][NH:17][CH2:16][CH2:15]2)=[O:13])[CH:6]=1.Cl[C:30]1[C:31]2[C:38]([CH3:39])=[CH:37][NH:36][C:32]=2[N:33]=[CH:34][N:35]=1.C(N(CC)C(C)C)(C)C.C(O)(C)C. Product: [CH3:28][N:2]([CH3:1])[C:3](=[O:27])[O:4][C:5]1[CH:10]=[CH:9][CH:8]=[C:7]([NH:11][C:12]([C:14]2([CH2:20][C:21]3[CH:26]=[CH:25][CH:24]=[CH:23][CH:22]=3)[CH2:15][CH2:16][N:17]([C:30]3[C:31]4[C:38]([CH3:39])=[CH:37][NH:36][C:32]=4[N:33]=[CH:34][N:35]=3)[CH2:18][CH2:19]2)=[O:13])[CH:6]=1. The catalyst class is: 2. (6) Reactant: [CH3:1][O:2][C:3]1[C:8]2[N:9]=[CH:10][S:11][C:7]=2[CH:6]=[CH:5][CH:4]=1.[Li]CCCC.[C:17]([O:21][C:22]([N:24]1[CH2:29][CH2:28][CH:27]([C:30](=[O:35])N(OC)C)[CH2:26][CH2:25]1)=[O:23])([CH3:20])([CH3:19])[CH3:18]. Product: [C:17]([O:21][C:22]([N:24]1[CH2:29][CH2:28][CH:27]([C:30]([C:10]2[S:11][C:7]3[CH:6]=[CH:5][CH:4]=[C:3]([O:2][CH3:1])[C:8]=3[N:9]=2)=[O:35])[CH2:26][CH2:25]1)=[O:23])([CH3:20])([CH3:19])[CH3:18]. The catalyst class is: 1.